This data is from Forward reaction prediction with 1.9M reactions from USPTO patents (1976-2016). The task is: Predict the product of the given reaction. (1) Given the reactants [N+:1]([C:4]1[CH:12]=[CH:11][C:10]([N:13]2[CH2:18][CH2:17][CH2:16][CH2:15][CH2:14]2)=[CH:9][C:5]=1[C:6]([OH:8])=O)([O-:3])=[O:2].[F:19][C:20]([F:34])([F:33])[C:21]1[CH:22]=[C:23]([N:27]2[CH:31]=[CH:30][C:29]([NH2:32])=[N:28]2)[CH:24]=[CH:25][CH:26]=1.CN(C(ON1N=NC2C=CC=NC1=2)=[N+](C)C)C.F[P-](F)(F)(F)(F)F.C(N(CC)C(C)C)(C)C, predict the reaction product. The product is: [N+:1]([C:4]1[CH:12]=[CH:11][C:10]([N:13]2[CH2:18][CH2:17][CH2:16][CH2:15][CH2:14]2)=[CH:9][C:5]=1[C:6]([NH:32][C:29]1[CH:30]=[CH:31][N:27]([C:23]2[CH:24]=[CH:25][CH:26]=[C:21]([C:20]([F:33])([F:19])[F:34])[CH:22]=2)[N:28]=1)=[O:8])([O-:3])=[O:2]. (2) The product is: [CH3:1][N:2]([CH3:11])[C:3]1[CH:10]=[CH:9][C:6]([CH2:7][NH:12][C:13]2[CH:14]=[CH:15][C:16]([CH3:20])=[C:17]([OH:19])[CH:18]=2)=[CH:5][CH:4]=1. Given the reactants [CH3:1][N:2]([CH3:11])[C:3]1[CH:10]=[CH:9][C:6]([CH:7]=O)=[CH:5][CH:4]=1.[NH2:12][C:13]1[CH:14]=[CH:15][C:16]([CH3:20])=[C:17]([OH:19])[CH:18]=1.C([BH3-])#N.[Na+], predict the reaction product. (3) The product is: [C:1]([C:9]1[N:10]2[C:14](=[CH:15][CH:16]=1)[CH:13]([C:17]([O:30][CH2:29][CH2:28][C:25]1[CH:26]=[CH:27][C:22]([N:21]([CH3:20])[CH3:31])=[CH:23][CH:24]=1)=[O:18])[CH2:12][CH2:11]2)(=[O:8])[C:2]1[CH:3]=[CH:4][CH:5]=[CH:6][CH:7]=1. Given the reactants [C:1]([C:9]1[N:10]2[C:14](=[CH:15][CH:16]=1)[CH:13]([C:17](Cl)=[O:18])[CH2:12][CH2:11]2)(=[O:8])[C:2]1[CH:7]=[CH:6][CH:5]=[CH:4][CH:3]=1.[CH3:20][N:21]([CH3:31])[C:22]1[CH:27]=[CH:26][C:25]([CH2:28][CH2:29][OH:30])=[CH:24][CH:23]=1, predict the reaction product. (4) Given the reactants [F:1][C:2]1[CH:3]=[C:4]([CH:6]=[CH:7][C:8]=1[C:9]([F:12])([F:11])[F:10])[NH2:5].[I:13]Cl, predict the reaction product. The product is: [F:1][C:2]1[C:8]([C:9]([F:10])([F:11])[F:12])=[CH:7][C:6]([I:13])=[C:4]([CH:3]=1)[NH2:5]. (5) Given the reactants [N:1]1[NH:2][N:3]=[C:4]([CH2:6][O:7][C:8]2[CH:13]=[CH:12][C:11]([N:14]3[CH:18]=[N:17][N:16]=[N:15]3)=[CH:10][C:9]=2[F:19])[CH:5]=1.[CH2:20]([C:22]1[CH:23]=[N:24][C:25]([N:28]2[CH2:33][CH2:32][C@H:31](O)[C@H:30]([F:35])[CH2:29]2)=[N:26][CH:27]=1)[CH3:21], predict the reaction product. The product is: [CH2:20]([C:22]1[CH:23]=[N:24][C:25]([N:28]2[CH2:33][CH2:32][C@@H:31]([N:2]3[N:3]=[C:4]([CH2:6][O:7][C:8]4[CH:13]=[CH:12][C:11]([N:14]5[CH:18]=[N:17][N:16]=[N:15]5)=[CH:10][C:9]=4[F:19])[CH:5]=[N:1]3)[C@H:30]([F:35])[CH2:29]2)=[N:26][CH:27]=1)[CH3:21]. (6) Given the reactants [Cl:1][C:2]1[CH:3]=[CH:4][C:5]([S:25]([CH2:28][CH3:29])(=[O:27])=[O:26])=[C:6]([CH2:8][NH:9][C:10](=[O:24])[C:11]2[CH:16]=[C:15]([C:17]([F:20])([F:19])[F:18])[C:14]([CH:21]=O)=[C:13]([CH3:23])[CH:12]=2)[CH:7]=1.[CH3:30][N:31]([C@H:39]1[CH2:44][CH2:43][CH2:42][NH:41][CH2:40]1)[C:32](=[O:38])[O:33][C:34]([CH3:37])([CH3:36])[CH3:35], predict the reaction product. The product is: [Cl:1][C:2]1[CH:3]=[CH:4][C:5]([S:25]([CH2:28][CH3:29])(=[O:26])=[O:27])=[C:6]([CH2:8][NH:9][C:10]([C:11]2[CH:16]=[C:15]([C:17]([F:20])([F:18])[F:19])[C:14]([CH2:21][N:41]3[CH2:42][CH2:43][CH2:44][C@H:39]([N:31]([CH3:30])[C:32](=[O:38])[O:33][C:34]([CH3:37])([CH3:35])[CH3:36])[CH2:40]3)=[C:13]([CH3:23])[CH:12]=2)=[O:24])[CH:7]=1. (7) Given the reactants [Cl:1][C:2]1[CH:7]=[CH:6][CH:5]=[CH:4][C:3]=1[C:8]1[C:9]2[CH:21]=[CH:20][C:19](=[O:22])[N:18]([C:23]3[CH:28]=[CH:27][CH:26]=[CH:25][C:24]=3[Cl:29])[C:10]=2[N:11]=[C:12](S(C)(=O)=O)[N:13]=1.[CH3:30][N:31]1[CH2:36][CH2:35][CH:34]([NH2:37])[CH2:33][CH2:32]1, predict the reaction product. The product is: [Cl:1][C:2]1[CH:7]=[CH:6][CH:5]=[CH:4][C:3]=1[C:8]1[C:9]2[CH:21]=[CH:20][C:19](=[O:22])[N:18]([C:23]3[CH:28]=[CH:27][CH:26]=[CH:25][C:24]=3[Cl:29])[C:10]=2[N:11]=[C:12]([NH:37][CH:34]2[CH2:35][CH2:36][N:31]([CH3:30])[CH2:32][CH2:33]2)[N:13]=1.